From a dataset of Full USPTO retrosynthesis dataset with 1.9M reactions from patents (1976-2016). Predict the reactants needed to synthesize the given product. (1) Given the product [Br:15][CH2:12][C:4]1[CH:5]=[CH:6][C:7]([S:8]([CH3:11])(=[O:10])=[O:9])=[C:2]([F:1])[CH:3]=1, predict the reactants needed to synthesize it. The reactants are: [F:1][C:2]1[CH:3]=[C:4]([CH2:12]O)[CH:5]=[CH:6][C:7]=1[S:8]([CH3:11])(=[O:10])=[O:9].P(Br)(Br)[Br:15]. (2) Given the product [C:1]1([C@H:7]2[CH2:13][N:12]([C:52]([CH:49]3[CH2:50][CH2:51][O:46][CH2:47][CH2:48]3)=[O:53])[CH2:11][C:10]3[CH:14]=[CH:15][C:16]([C:18]([O:20][CH3:21])=[O:19])=[CH:17][C:9]=3[O:8]2)[CH:2]=[CH:3][CH:4]=[CH:5][CH:6]=1, predict the reactants needed to synthesize it. The reactants are: [C:1]1([C@H:7]2[CH2:13][NH:12][CH2:11][C:10]3[CH:14]=[CH:15][C:16]([C:18]([O:20][CH3:21])=[O:19])=[CH:17][C:9]=3[O:8]2)[CH:6]=[CH:5][CH:4]=[CH:3][CH:2]=1.CN(C(ON1N=NC2C=CC=NC1=2)=[N+](C)C)C.F[P-](F)(F)(F)(F)F.[O:46]1[CH2:51][CH2:50][CH:49]([C:52](O)=[O:53])[CH2:48][CH2:47]1.CCN(C(C)C)C(C)C. (3) Given the product [Cl:21][C:22]1[CH:23]=[C:24]([CH:27]=[CH:28][CH:29]=1)[CH2:25][N:1]1[C:10]2[C:5](=[CH:6][CH:7]=[CH:8][CH:9]=2)[CH2:4][CH:3]([NH:11][S:12]([C:15]2[CH:16]=[CH:17][CH:18]=[CH:19][CH:20]=2)(=[O:13])=[O:14])[CH2:2]1, predict the reactants needed to synthesize it. The reactants are: [NH:1]1[C:10]2[C:5](=[CH:6][CH:7]=[CH:8][CH:9]=2)[CH2:4][CH:3]([NH:11][S:12]([C:15]2[CH:20]=[CH:19][CH:18]=[CH:17][CH:16]=2)(=[O:14])=[O:13])[CH2:2]1.[Cl:21][C:22]1[CH:23]=[C:24]([CH:27]=[CH:28][CH:29]=1)[CH:25]=O.